This data is from Catalyst prediction with 721,799 reactions and 888 catalyst types from USPTO. The task is: Predict which catalyst facilitates the given reaction. (1) Reactant: [CH2:1]([N:3]1[CH2:8][CH2:7][N:6]([C:9]2[CH:14]=[CH:13][C:12]([NH:15]C(=O)OC(C)(C)C)=[C:11]([N+:23]([O-:25])=[O:24])[CH:10]=2)[CH2:5][CH2:4]1)[CH3:2].C(O)(C(F)(F)F)=O. Product: [CH2:1]([N:3]1[CH2:8][CH2:7][N:6]([C:9]2[CH:14]=[CH:13][C:12]([NH2:15])=[C:11]([N+:23]([O-:25])=[O:24])[CH:10]=2)[CH2:5][CH2:4]1)[CH3:2]. The catalyst class is: 2. (2) Reactant: [CH2:1]([N:8]1[CH2:12][CH:11]([N+:13]([O-])=O)[CH:10]([C:16]2[CH:21]=[CH:20][CH:19]=[C:18]([Cl:22])[CH:17]=2)[CH2:9]1)[C:2]1[CH:7]=[CH:6][CH:5]=[CH:4][CH:3]=1.O.O.Cl[Sn]Cl.C([O-])(O)=O.[Na+]. Product: [CH2:1]([N:8]1[CH2:9][CH:10]([C:16]2[CH:21]=[CH:20][CH:19]=[C:18]([Cl:22])[CH:17]=2)[CH:11]([NH2:13])[CH2:12]1)[C:2]1[CH:7]=[CH:6][CH:5]=[CH:4][CH:3]=1. The catalyst class is: 25. (3) The catalyst class is: 11. Reactant: CO[C:3](OC)(OC)[CH2:4][CH2:5][CH3:6].Cl.N1C=CC=CC=1.[NH2:18][C:19]1[CH:20]=[N:21][C:22]2[C:27]([C:28]=1[NH:29][CH2:30][C:31]1([OH:37])[CH2:36][CH2:35][O:34][CH2:33][CH2:32]1)=[CH:26][CH:25]=[CH:24][CH:23]=2. Product: [CH2:4]([C:3]1[N:29]([CH2:30][C:31]2([OH:37])[CH2:36][CH2:35][O:34][CH2:33][CH2:32]2)[C:28]2[C:27]3[CH:26]=[CH:25][CH:24]=[CH:23][C:22]=3[N:21]=[CH:20][C:19]=2[N:18]=1)[CH2:5][CH3:6]. (4) Reactant: O=C1CCC(=O)N1[O:8][C:9](=O)[CH2:10][CH2:11][CH:12]([NH:20][C:21](=[O:47])[CH2:22][CH2:23][CH2:24][CH2:25][CH2:26][CH2:27][CH2:28][CH2:29][CH2:30][CH2:31][CH2:32][CH2:33][CH2:34][CH2:35][CH2:36][CH2:37][CH2:38][CH2:39][C:40]([O:42][C:43]([CH3:46])([CH3:45])[CH3:44])=[O:41])[C:13]([O:15][C:16]([CH3:19])([CH3:18])[CH3:17])=[O:14].[NH2:49][CH2:50][CH2:51][O:52][CH2:53][CH2:54][O:55][CH2:56][C:57]([NH:59][CH2:60][CH2:61][O:62][CH2:63][CH2:64][O:65][CH2:66][C:67]([OH:69])=[O:68])=[O:58].NC(OCCOCC)C(O)=O.CCN(C(C)C)C(C)C. Product: [C:43]([O:42][C:40](=[O:41])[CH2:39][CH2:38][CH2:37][CH2:36][CH2:35][CH2:34][CH2:33][CH2:32][CH2:31][CH2:30][CH2:29][CH2:28][CH2:27][CH2:26][CH2:25][CH2:24][CH2:23][CH2:22][C:21](=[O:47])[NH:20][C@H:12]([C:13]([O:15][C:16]([CH3:19])([CH3:18])[CH3:17])=[O:14])[CH2:11][CH2:10][C:9](=[O:8])[NH:49][CH2:50][CH2:51][O:52][CH2:53][CH2:54][O:55][CH2:56][C:57](=[O:58])[NH:59][CH2:60][CH2:61][O:62][CH2:63][CH2:64][O:65][CH2:66][C:67]([OH:69])=[O:68])([CH3:46])([CH3:44])[CH3:45]. The catalyst class is: 8. (5) Reactant: Br[C:2]1[CH:11]=[C:10]2[C:5]([C:6]([C:14]3[CH:19]=[CH:18][C:17]([CH3:20])=[CH:16][CH:15]=3)=[CH:7][CH2:8][C:9]2([CH3:13])[CH3:12])=[CH:4][CH:3]=1.C([Sn](CCCC)(CCCC)[C:26]([O:28]CC)=[CH2:27])CCC.Cl.C(OCC)(=O)C. Product: [CH3:12][C:9]1([CH3:13])[C:10]2[CH:11]=[C:2]([C:26](=[O:28])[CH3:27])[CH:3]=[CH:4][C:5]=2[C:6]([C:14]2[CH:19]=[CH:18][C:17]([CH3:20])=[CH:16][CH:15]=2)=[CH:7][CH2:8]1. The catalyst class is: 516. (6) Reactant: [F:1][C:2]([F:20])([F:19])[C:3]1[CH:18]=[CH:17][CH:16]=[CH:15][C:4]=1[CH2:5][O:6][C:7]1[CH:12]=[CH:11][CH:10]=[CH:9][C:8]=1[CH2:13]O.[BrH:21].[C:22]1([PH+:28]([C:35]2[CH:40]=[CH:39][CH:38]=[CH:37][CH:36]=2)[C:29]2[CH:34]=[CH:33][CH:32]=[CH:31][CH:30]=2)[CH:27]=[CH:26][CH:25]=[CH:24][CH:23]=1. Product: [Br-:21].[C:35]1([P+:28]([C:22]2[CH:23]=[CH:24][CH:25]=[CH:26][CH:27]=2)([C:29]2[CH:34]=[CH:33][CH:32]=[CH:31][CH:30]=2)[CH2:13][C:8]2[CH:9]=[CH:10][CH:11]=[CH:12][C:7]=2[O:6][CH2:5][C:4]2[CH:15]=[CH:16][CH:17]=[CH:18][C:3]=2[C:2]([F:20])([F:19])[F:1])[CH:36]=[CH:37][CH:38]=[CH:39][CH:40]=1. The catalyst class is: 10.